Dataset: Forward reaction prediction with 1.9M reactions from USPTO patents (1976-2016). Task: Predict the product of the given reaction. (1) Given the reactants C([CH:3]([C:11]1[CH:16]=[C:15]([CH3:17])[CH:14]=[CH:13][N:12]=1)[C:4]1[CH:9]=[CH:8][C:7]([F:10])=[CH:6][CH:5]=1)#N.C(=O)([O-])[O-:19].[K+].[K+], predict the reaction product. The product is: [F:10][C:7]1[CH:8]=[CH:9][C:4]([C:3]([C:11]2[CH:16]=[C:15]([CH3:17])[CH:14]=[CH:13][N:12]=2)=[O:19])=[CH:5][CH:6]=1. (2) Given the reactants [CH3:1][N:2]1[C:6](=[O:7])[C:5]([CH3:9])([CH3:8])[NH:4][C:3]1=[O:10].FC(F)(F)C(O[I:16](C1C=CC=CC=1)OC(=O)C(F)(F)F)=O.II, predict the reaction product. The product is: [I:16][N:4]1[C:5]([CH3:9])([CH3:8])[C:6](=[O:7])[N:2]([CH3:1])[C:3]1=[O:10]. (3) Given the reactants ClC([O:4][CH2:5][CH3:6])=O.[CH2:7]([N:14]([CH2:27][C:28]1[CH:33]=[CH:32][CH:31]=[CH:30][CH:29]=1)[C:15]1[CH:16]=[C:17](/[CH:22]=[CH:23]/C(O)=O)C=[C:19]([F:21])[CH:20]=1)[C:8]1[CH:13]=[CH:12][CH:11]=[CH:10][CH:9]=1.C([N:36](CC)CC)C.[N-]=[N+]=[N-].[Na+], predict the reaction product. The product is: [CH2:7]([N:14]([CH2:27][C:28]1[CH:33]=[CH:32][CH:31]=[CH:30][CH:29]=1)[C:15]1[CH:16]=[C:17]2[C:6](=[C:19]([F:21])[CH:20]=1)[C:5](=[O:4])[NH:36][CH:23]=[CH:22]2)[C:8]1[CH:13]=[CH:12][CH:11]=[CH:10][CH:9]=1. (4) Given the reactants [CH3:1][C:2]1[CH:13]=[C:12]([CH3:14])[CH:11]=[C:10]([C:15]2[S:16][CH:17]=[CH:18][CH:19]=2)[C:3]=1[O:4][CH2:5][C:6](OC)=[O:7].[NH2:20][NH2:21], predict the reaction product. The product is: [CH3:1][C:2]1[CH:13]=[C:12]([CH3:14])[CH:11]=[C:10]([C:15]2[S:16][CH:17]=[CH:18][CH:19]=2)[C:3]=1[O:4][CH2:5][C:6]([NH:20][NH2:21])=[O:7]. (5) The product is: [C:15]1([NH:14][C:11]([C:1]2[C:10]3[C:5](=[CH:6][CH:7]=[CH:8][CH:9]=3)[CH:4]=[CH:3][CH:2]=2)=[O:12])[CH:20]=[CH:19][CH:18]=[CH:17][CH:16]=1. Given the reactants [C:1]1([C:11](Cl)=[O:12])[C:10]2[C:5](=[CH:6][CH:7]=[CH:8][CH:9]=2)[CH:4]=[CH:3][CH:2]=1.[NH2:14][C:15]1[CH:20]=[CH:19][CH:18]=[CH:17][CH:16]=1.O.[OH-].[NH4+], predict the reaction product.